Dataset: Catalyst prediction with 721,799 reactions and 888 catalyst types from USPTO. Task: Predict which catalyst facilitates the given reaction. (1) Reactant: [F:1][C:2]([F:20])([F:19])[C:3]1[CH:4]=[C:5]([N:9]2[CH2:14][CH2:13][CH:12]([C:15]([O:17]C)=[O:16])[CH2:11][CH2:10]2)[CH:6]=[CH:7][CH:8]=1.[OH-].[Na+].Cl. Product: [F:19][C:2]([F:1])([F:20])[C:3]1[CH:4]=[C:5]([N:9]2[CH2:14][CH2:13][CH:12]([C:15]([OH:17])=[O:16])[CH2:11][CH2:10]2)[CH:6]=[CH:7][CH:8]=1. The catalyst class is: 776. (2) Reactant: Cl.[NH2:2][C:3]([CH3:10])([CH2:6][CH2:7][CH2:8][F:9])[C:4]#[N:5].C(=O)([O-])[O-].[K+].[K+].Cl[C:18]([O:20][CH2:21][C:22]1[CH:27]=[CH:26][CH:25]=[CH:24][CH:23]=1)=[O:19]. Product: [C:4]([C:3]([NH:2][C:18](=[O:19])[O:20][CH2:21][C:22]1[CH:27]=[CH:26][CH:25]=[CH:24][CH:23]=1)([CH2:6][CH2:7][CH2:8][F:9])[CH3:10])#[N:5]. The catalyst class is: 30. (3) Reactant: [NH2:1][C:2]([NH2:4])=[S:3].[Cl:5][CH2:6][C:7](=O)[C:8](=[O:10])[CH3:9]. Product: [ClH:5].[NH2:1][C:2]1[S:3][CH:6]=[C:7]([C:8](=[O:10])[CH3:9])[N:4]=1. The catalyst class is: 8. (4) Reactant: C([Cu])#N.[Li+].[Cl-].[Br:6][C:7]1[CH:8]=[C:9]([CH:38]=[C:39](I)[CH:40]=1)[CH2:10][N:11]([CH:35]1[CH2:37][CH2:36]1)[C:12]([C@H:14]1[C@H:19]([C:20]2[CH:25]=[CH:24][N:23]([CH3:26])[C:22](=[O:27])[CH:21]=2)[CH2:18][CH2:17][N:16]([C:28]([O:30][C:31]([CH3:34])([CH3:33])[CH3:32])=[O:29])[CH2:15]1)=[O:13].[C:42](Cl)(=[O:49])[C:43]1[CH:48]=[CH:47][CH:46]=[CH:45][CH:44]=1. Product: [C:42]([C:39]1[CH:38]=[C:9]([CH:8]=[C:7]([Br:6])[CH:40]=1)[CH2:10][N:11]([CH:35]1[CH2:37][CH2:36]1)[C:12]([C@H:14]1[C@H:19]([C:20]2[CH:25]=[CH:24][N:23]([CH3:26])[C:22](=[O:27])[CH:21]=2)[CH2:18][CH2:17][N:16]([C:28]([O:30][C:31]([CH3:34])([CH3:33])[CH3:32])=[O:29])[CH2:15]1)=[O:13])(=[O:49])[C:43]1[CH:48]=[CH:47][CH:46]=[CH:45][CH:44]=1. The catalyst class is: 1. (5) Reactant: [Br:1][C:2]1[CH:7]=[CH:6][N:5]=[C:4]([Cl:8])[CH:3]=1.C([N-]C(C)C)(C)C.[Li+].CN([CH:20]=[O:21])C. Product: [Br:1][C:2]1[C:3]([CH:20]=[O:21])=[C:4]([Cl:8])[N:5]=[CH:6][CH:7]=1. The catalyst class is: 7. (6) Reactant: [CH3:1][O:2][C:3]1[CH:4]=[C:5]([N:18]2[CH2:22][CH2:21][CH:20]([O:23][C:24]3[CH:29]=[CH:28][C:27]([O:30][C:31]([F:34])([F:33])[F:32])=[CH:26][CH:25]=3)[C:19]2=[O:35])[CH:6]=[CH:7][C:8]=1[O:9][CH2:10]OCC[Si](C)(C)C.Cl.O1CCOCC1.ClC[CH2:45][S:46][CH3:47].C([O-])([O-])=O.[K+].[K+]. Product: [CH3:1][O:2][C:3]1[CH:4]=[C:5]([N:18]2[CH2:22][CH2:21][CH:20]([O:23][C:24]3[CH:29]=[CH:28][C:27]([O:30][C:31]([F:34])([F:33])[F:32])=[CH:26][CH:25]=3)[C:19]2=[O:35])[CH:6]=[CH:7][C:8]=1[O:9][CH2:10][CH2:45][S:46][CH3:47]. The catalyst class is: 2. (7) Reactant: Cl[C:2]1[N:7]=[C:6]([N:8]2[CH2:13][CH2:12][N:11]([C:14]([O:16][C:17]([CH3:20])([CH3:19])[CH3:18])=[O:15])[CH2:10][CH2:9]2)[CH:5]=[CH:4][N:3]=1.[F:21][C:22]1[C:27]([F:28])=[CH:26][CH:25]=[CH:24][C:23]=1B(O)O.C(=O)([O-])[O-].[Na+].[Na+].C1(C)C=CC=CC=1. Product: [F:21][C:22]1[C:27]([F:28])=[CH:26][CH:25]=[CH:24][C:23]=1[C:2]1[N:7]=[C:6]([N:8]2[CH2:13][CH2:12][N:11]([C:14]([O:16][C:17]([CH3:20])([CH3:19])[CH3:18])=[O:15])[CH2:10][CH2:9]2)[CH:5]=[CH:4][N:3]=1. The catalyst class is: 6. (8) Reactant: [OH:1][C:2]([C:14]1[CH:19]=[CH:18][CH:17]=[C:16]([O:20][CH3:21])[CH:15]=1)([C:6]1[CH:11]=[CH:10][CH:9]=[C:8]([O:12][CH3:13])[CH:7]=1)[C:3]([OH:5])=[O:4].C1N=CN(C(N2C=NC=C2)=O)C=1.[N:34]12[CH2:41][CH2:40][CH:37]([CH2:38][CH2:39]1)[C@@H:36](O)[CH2:35]2. Product: [N:34]12[CH2:41][CH2:40][CH:37]([CH2:38][CH2:39]1)[C@@H:36]([O:4][C:3](=[O:5])[C:2]([OH:1])([C:6]1[CH:11]=[CH:10][CH:9]=[C:8]([O:12][CH3:13])[CH:7]=1)[C:14]1[CH:19]=[CH:18][CH:17]=[C:16]([O:20][CH3:21])[CH:15]=1)[CH2:35]2. The catalyst class is: 56. (9) Reactant: [Cl:1][C:2]1[N:7]=[C:6]([NH2:8])[CH:5]=[C:4]([C:9]([F:12])([F:11])[F:10])[CH:3]=1.[CH:13]1([C:16](Cl)=[O:17])[CH2:15][CH2:14]1.C(N(CC)CC)C.C(=O)([O-])O.[Na+]. Product: [Cl:1][C:2]1[N:7]=[C:6]([NH:8][C:16]([CH:13]2[CH2:15][CH2:14]2)=[O:17])[CH:5]=[C:4]([C:9]([F:12])([F:10])[F:11])[CH:3]=1. The catalyst class is: 1. (10) Reactant: CN([C:4]([O:8]N1N=NC2C=CC=CC1=2)=[N+](C)C)C.[B-](F)(F)(F)F.[S:23]1[CH:27]=[CH:26][CH:25]=[C:24]1[C:28]([OH:30])=O.CC[N:33]([CH:37]([CH3:39])[CH3:38])[CH:34]([CH3:36])C.[OH2:40]. Product: [S:23]1[CH:27]=[CH:26][CH:25]=[C:24]1[C:28]([N:33]1[CH2:34][CH2:36][CH2:39][C@H:37]1[C:38]([O:8][CH3:4])=[O:40])=[O:30]. The catalyst class is: 2.